The task is: Predict the reaction yield, written as a fraction of the theoretical maximum amount of product (1.0 means a 100% yield; for example, 0.34 means a 34% yield).. This data is from Reaction yield outcomes from USPTO patents with 853,638 reactions. (1) The reactants are C(O[C:6]([N:8](C)[CH:9]([CH3:66])[C:10]([NH:12][CH:13]([C:46](=[O:65])[N:47]1[CH:51]([C:52](=[O:64])[NH:53][CH:54]2[C:63]3[C:58](=[CH:59][CH:60]=[CH:61][CH:62]=3)[CH2:57][CH2:56][CH2:55]2)[CH2:50][S:49][CH2:48]1)[CH2:14][CH2:15][CH2:16][CH2:17][NH:18][C:19](=[O:45])[C:20]1[CH:21]=[C:22]([C:26]([C:29]2[C:30]3[C:35]([O:36][C:37]4[C:42]=2[CH:41]=[CH:40][C:39](=[O:43])[CH:38]=4)=[CH:34][C:33]([OH:44])=[CH:32][CH:31]=3)=[CH:27][CH:28]=1)[C:23]([OH:25])=[O:24])=[O:11])=O)(C)(C)C.C(O)(C(F)(F)F)=O. The catalyst is C(Cl)Cl. The product is [OH:43][C:39]1[CH:38]=[C:37]2[C:42](=[CH:41][CH:40]=1)[C:29]([C:26]1[C:22]([C:23]([OH:25])=[O:24])=[CH:21][C:20]([C:19]([NH:18][CH2:17][CH2:16][CH2:15][CH2:14][CH:13]([NH:12][C:10](=[O:11])[CH:9]([NH:8][CH3:6])[CH3:66])[C:46](=[O:65])[N:47]3[CH:51]([C:52](=[O:64])[NH:53][CH:54]4[C:63]5[C:58](=[CH:59][CH:60]=[CH:61][CH:62]=5)[CH2:57][CH2:56][CH2:55]4)[CH2:50][S:49][CH2:48]3)=[O:45])=[CH:28][CH:27]=1)=[C:30]1[C:35](=[CH:34][C:33](=[O:44])[CH:32]=[CH:31]1)[O:36]2. The yield is 0.240. (2) The reactants are [F:1][C:2]([F:13])([F:12])[C:3]1[C:11]2[CH2:10][CH2:9][CH2:8][CH2:7][C:6]=2[NH:5][N:4]=1.I[C:15]1[CH:23]=[CH:22][C:18]([C:19]([OH:21])=[O:20])=[CH:17][CH:16]=1.CN(C)CC(O)=O.C(=O)([O-])[O-].[K+].[K+]. The catalyst is CS(C)=O.[Cu]I. The product is [F:13][C:2]([F:1])([F:12])[C:3]1[C:11]2[CH2:10][CH2:9][CH2:8][CH2:7][C:6]=2[N:5]([C:15]2[CH:23]=[CH:22][C:18]([C:19]([OH:21])=[O:20])=[CH:17][CH:16]=2)[N:4]=1. The yield is 1.00. (3) The reactants are [N:1]1([C:7]2[CH:12]=[CH:11][C:10]([NH:13][C:14]([C:16]3[CH:25]=[C:24]([N:26]([CH3:28])[CH3:27])[C:23]4[C:18](=[C:19](Br)[CH:20]=[C:21]([O:29][CH3:30])[CH:22]=4)[N:17]=3)=[O:15])=[CH:9][CH:8]=2)[CH2:6][CH2:5][O:4][CH2:3][CH2:2]1.[CH3:32][N:33]1[CH2:38][CH2:37][NH:36][CH2:35][CH2:34]1.C1C=CC(P(C2C(C3C(P(C4C=CC=CC=4)C4C=CC=CC=4)=CC=C4C=3C=CC=C4)=C3C(C=CC=C3)=CC=2)C2C=CC=CC=2)=CC=1.C(=O)([O-])[O-].[Cs+].[Cs+]. The catalyst is C1(C)C=CC=CC=1. The product is [N:1]1([C:7]2[CH:12]=[CH:11][C:10]([NH:13][C:14]([C:16]3[CH:25]=[C:24]([N:26]([CH3:28])[CH3:27])[C:23]4[C:18](=[C:19]([N:36]5[CH2:37][CH2:38][N:33]([CH3:32])[CH2:34][CH2:35]5)[CH:20]=[C:21]([O:29][CH3:30])[CH:22]=4)[N:17]=3)=[O:15])=[CH:9][CH:8]=2)[CH2:6][CH2:5][O:4][CH2:3][CH2:2]1. The yield is 0.670. (4) The reactants are [NH2:1][C:2]1[C:23]([Br:24])=[CH:22][C:5]2[C:6]([C:17]([O:19][CH2:20][CH3:21])=[O:18])=[C:7]([C:9]3[CH:14]=[CH:13][C:12]([F:15])=[CH:11][C:10]=3[F:16])[O:8][C:4]=2[CH:3]=1.N1C=CC=CC=1.[CH3:31][S:32](Cl)(=[O:34])=[O:33].Cl. The catalyst is ClCCl. The product is [Br:24][C:23]1[C:2]([NH:1][S:32]([CH3:31])(=[O:34])=[O:33])=[CH:3][C:4]2[O:8][C:7]([C:9]3[CH:14]=[CH:13][C:12]([F:15])=[CH:11][C:10]=3[F:16])=[C:6]([C:17]([O:19][CH2:20][CH3:21])=[O:18])[C:5]=2[CH:22]=1. The yield is 0.940. (5) The reactants are [NH2:1][C:2]1[CH:10]=[C:9]([O:11][CH2:12][C:13]2[CH:18]=[CH:17][CH:16]=[CH:15][CH:14]=2)[CH:8]=[CH:7][C:3]=1[C:4]([NH2:6])=[O:5].[F:19][C:20]1[CH:25]=[CH:24][C:23]([CH:26]2[O:30]C(=O)[O:28][C:27]2=O)=[CH:22][CH:21]=1. The catalyst is C1COCC1. The product is [CH2:12]([O:11][C:9]1[CH:8]=[CH:7][C:3]([C:4]([NH2:6])=[O:5])=[C:2]([NH:1][C:27](=[O:28])[CH:26]([C:23]2[CH:24]=[CH:25][C:20]([F:19])=[CH:21][CH:22]=2)[OH:30])[CH:10]=1)[C:13]1[CH:18]=[CH:17][CH:16]=[CH:15][CH:14]=1. The yield is 0.640. (6) The reactants are [NH2:1][C:2]1[C:3]([C:21]([O:23]CC)=O)=[N:4][C:5]([NH:17][CH2:18][CH2:19][OH:20])=[N:6][C:7]=1[NH:8][C:9]1[CH:14]=[CH:13][CH:12]=[CH:11][C:10]=1[O:15][CH3:16].OCC[NH:29]C1N=C(C(OCC)=O)C([N+]([O-])=O)=C(NC2C=CC=CC=2OC)N=1.[CH2:53]([OH:55])C. The catalyst is [Pd]. The product is [OH:20][CH2:19][CH2:18][NH:17][C:5]1[N:6]=[C:7]2[C:2]([NH:1][C:53](=[O:55])[N:8]2[C:9]2[CH:14]=[CH:13][CH:12]=[CH:11][C:10]=2[O:15][CH3:16])=[C:3]([C:21]([NH2:29])=[O:23])[N:4]=1. The yield is 0.870. (7) The reactants are [Cl:1][C:2]([Cl:36])([Cl:35])[CH2:3][O:4][C:5](=[O:34])[NH:6][C:7]1[CH:12]=[CH:11][C:10]([S:13][C:14]2[CH:19]=[CH:18][C:17]([C:20](=[O:30])[N:21]([C:23]3[CH:28]=[CH:27][C:26]([F:29])=[CH:25][CH:24]=3)[CH3:22])=[CH:16][C:15]=2[N+:31]([O-])=O)=[CH:9][CH:8]=1.[NH4+].[Cl-]. The catalyst is [Fe]. The product is [Cl:35][C:2]([Cl:1])([Cl:36])[CH2:3][O:4][C:5](=[O:34])[NH:6][C:7]1[CH:12]=[CH:11][C:10]([S:13][C:14]2[CH:19]=[CH:18][C:17]([C:20](=[O:30])[N:21]([C:23]3[CH:28]=[CH:27][C:26]([F:29])=[CH:25][CH:24]=3)[CH3:22])=[CH:16][C:15]=2[NH2:31])=[CH:9][CH:8]=1. The yield is 0.730.